Predict the reaction yield, written as a fraction of the theoretical maximum amount of product (1.0 means a 100% yield; for example, 0.34 means a 34% yield). From a dataset of Reaction yield outcomes from USPTO patents with 853,638 reactions. (1) The reactants are [N+:1]([C:4]1[CH:5]=[C:6]([CH:8]=[CH:9][CH:10]=1)[NH2:7])([O-:3])=[O:2].[N:11]([O-])=O.[Na+].[Cl:15][Sn]Cl.O. The catalyst is O.Cl. The product is [ClH:15].[N+:1]([C:4]1[CH:5]=[C:6]([NH:7][NH2:11])[CH:8]=[CH:9][CH:10]=1)([O-:3])=[O:2]. The yield is 0.730. (2) The reactants are [F-:1].[K+].[CH2:3]1OCCOCCOCCOCCOCCOC1.Br[CH2:22][C:23]([C:25]1[CH:33]=[CH:32][C:28]([C:29]([OH:31])=[O:30])=[CH:27][CH:26]=1)=[O:24]. The catalyst is C(#N)C.O. The product is [CH3:3][O:31][C:29](=[O:30])[C:28]1[CH:32]=[CH:33][C:25]([C:23](=[O:24])[CH2:22][F:1])=[CH:26][CH:27]=1. The yield is 0.310. (3) The catalyst is CO. The reactants are C[O:2][C:3](=[O:21])[C:4]1[CH:9]=[CH:8][CH:7]=[C:6]([CH2:10][O:11][C:12]2[CH:17]=[CH:16][CH:15]=[CH:14][C:13]=2[C:18](=[O:20])[NH2:19])[CH:5]=1.[OH-].[Na+]. The yield is 0.970. The product is [C:18]([C:13]1[CH:14]=[CH:15][CH:16]=[CH:17][C:12]=1[O:11][CH2:10][C:6]1[CH:5]=[C:4]([CH:9]=[CH:8][CH:7]=1)[C:3]([OH:21])=[O:2])(=[O:20])[NH2:19]. (4) The reactants are [NH:1]1[C:9]2[C:4](=[C:5](/[CH:10]=[CH:11]/[C:12]3[CH:13]=[N:14][C:15]([NH2:18])=[N:16][CH:17]=3)[CH:6]=[CH:7][CH:8]=2)[CH:3]=[CH:2]1.Br[C:20]1[CH:27]=[CH:26][C:23]([C:24]#[N:25])=[CH:22][CH:21]=1.C(=O)([O-])[O-].[Cs+].[Cs+]. The catalyst is O1CCOCC1.C1C=CC(/C=C/C(/C=C/C2C=CC=CC=2)=O)=CC=1.C1C=CC(/C=C/C(/C=C/C2C=CC=CC=2)=O)=CC=1.C1C=CC(/C=C/C(/C=C/C2C=CC=CC=2)=O)=CC=1.[Pd].[Pd].CC1(C)C2C(=C(P(C3C=CC=CC=3)C3C=CC=CC=3)C=CC=2)OC2C(P(C3C=CC=CC=3)C3C=CC=CC=3)=CC=CC1=2. The product is [NH:1]1[C:9]2[C:4](=[C:5](/[CH:10]=[CH:11]/[C:12]3[CH:17]=[N:16][C:15]([NH:18][C:20]4[CH:27]=[CH:26][C:23]([C:24]#[N:25])=[CH:22][CH:21]=4)=[N:14][CH:13]=3)[CH:6]=[CH:7][CH:8]=2)[CH:3]=[CH:2]1. The yield is 0.800. (5) The reactants are CC1(C)[O:7][C:6](=[O:8])[CH2:5][C:4](=[O:9])O1.[CH:11]([NH:14][C:15]1[CH:22]=[CH:21][CH:20]=[CH:19][C:16]=1[CH:17]=O)([CH3:13])[CH3:12].C(O)(=O)C.C(N)CN. The catalyst is CO. The product is [CH:11]([N:14]1[C:15]2[C:16](=[CH:19][CH:20]=[CH:21][CH:22]=2)[CH:17]=[C:5]([C:6]([OH:7])=[O:8])[C:4]1=[O:9])([CH3:13])[CH3:12]. The yield is 0.980. (6) The reactants are [C:1]([NH:5][S:6]([CH2:9][CH2:10][CH2:11]Cl)(=[O:8])=[O:7])([CH3:4])([CH3:3])[CH3:2].[Li]CCCC. The catalyst is C1COCC1. The product is [C:1]([NH:5][S:6]([CH:9]1[CH2:11][CH2:10]1)(=[O:8])=[O:7])([CH3:4])([CH3:3])[CH3:2]. The yield is 0.560.